Dataset: Catalyst prediction with 721,799 reactions and 888 catalyst types from USPTO. Task: Predict which catalyst facilitates the given reaction. (1) Reactant: [OH:1][NH:2][C:3]([C:5]1([S:22]([C:25]2[CH:30]=[CH:29][C:28]([O:31][C:32]3[CH:37]=[CH:36][C:35]([C:38]([F:41])([F:40])[F:39])=[CH:34][CH:33]=3)=[CH:27][CH:26]=2)(=[O:24])=[O:23])[CH2:10][CH2:9][N:8]([C:11]([C:13]2[CH:18]=[CH:17][C:16]([N+:19]([O-])=O)=[CH:15][CH:14]=2)=[O:12])[CH2:7][CH2:6]1)=[O:4].[H][H]. Product: [OH:1][NH:2][C:3]([C:5]1([S:22]([C:25]2[CH:30]=[CH:29][C:28]([O:31][C:32]3[CH:37]=[CH:36][C:35]([C:38]([F:41])([F:39])[F:40])=[CH:34][CH:33]=3)=[CH:27][CH:26]=2)(=[O:24])=[O:23])[CH2:6][CH2:7][N:8]([C:11]([C:13]2[CH:18]=[CH:17][C:16]([NH2:19])=[CH:15][CH:14]=2)=[O:12])[CH2:9][CH2:10]1)=[O:4]. The catalyst class is: 285. (2) Reactant: C(OC([N:8]1[CH2:11][CH:10]([NH:12][C@H:13]2[CH2:17][CH2:16][N:15]([C:18](=[O:25])[C:19]3[CH:24]=[CH:23][CH:22]=[CH:21][CH:20]=3)[CH2:14]2)[CH2:9]1)=O)(C)(C)C.Cl. Product: [NH:8]1[CH2:9][CH:10]([NH:12][C@H:13]2[CH2:17][CH2:16][N:15]([C:18]([C:19]3[CH:24]=[CH:23][CH:22]=[CH:21][CH:20]=3)=[O:25])[CH2:14]2)[CH2:11]1. The catalyst class is: 71. (3) Product: [C:7]([O:9][C:13]1[CH:18]=[CH:17][C:16]([F:19])=[CH:15][C:14]=1[N+:20]([O-:22])=[O:21])([CH3:10])([CH3:8])[CH3:6]. Reactant: O1CCCC1.[CH3:6][C:7]([CH3:10])([O-:9])[CH3:8].[K+].F[C:13]1[CH:18]=[CH:17][C:16]([F:19])=[CH:15][C:14]=1[N+:20]([O-:22])=[O:21].Cl. The catalyst class is: 6. (4) Reactant: [F:1][C:2]1[CH:8]=[CH:7][CH:6]=[C:5]([F:9])[C:3]=1[NH2:4].[Si]([C:14]#[N:15])(C)(C)C.[C:16]1(=O)[CH2:19][CH2:18][CH2:17]1. Product: [F:1][C:2]1[CH:8]=[CH:7][CH:6]=[C:5]([F:9])[C:3]=1[NH:4][C:16]1([C:14]#[N:15])[CH2:19][CH2:18][CH2:17]1. The catalyst class is: 6. (5) The catalyst class is: 2. Reactant: C([O:4][CH2:5][C:6](Cl)=[O:7])(=O)C.[CH3:9][C:10]1[CH:11]=[C:12]([NH:24][C:25]2[C:34]3[C:29](=[CH:30][CH:31]=[CH:32][C:33]=3[O:35][CH2:36][C@H:37]3[CH2:41][CH2:40][CH2:39][NH:38]3)[N:28]=[CH:27][N:26]=2)[CH:13]=[CH:14][C:15]=1[O:16][C:17]1[CH:18]=[N:19][C:20]([CH3:23])=[CH:21][CH:22]=1.C(N(CC)CC)C.N1CCCC1. Product: [CH3:9][C:10]1[CH:11]=[C:12]([NH:24][C:25]2[C:34]3[C:29](=[CH:30][CH:31]=[CH:32][C:33]=3[O:35][CH2:36][C@H:37]3[CH2:41][CH2:40][CH2:39][N:38]3[C:5](=[O:4])[CH2:6][OH:7])[N:28]=[CH:27][N:26]=2)[CH:13]=[CH:14][C:15]=1[O:16][C:17]1[CH:18]=[N:19][C:20]([CH3:23])=[CH:21][CH:22]=1.